Dataset: NCI-60 drug combinations with 297,098 pairs across 59 cell lines. Task: Regression. Given two drug SMILES strings and cell line genomic features, predict the synergy score measuring deviation from expected non-interaction effect. (1) Drug 1: CCC(=C(C1=CC=CC=C1)C2=CC=C(C=C2)OCCN(C)C)C3=CC=CC=C3.C(C(=O)O)C(CC(=O)O)(C(=O)O)O. Drug 2: N.N.Cl[Pt+2]Cl. Cell line: HS 578T. Synergy scores: CSS=11.2, Synergy_ZIP=-3.80, Synergy_Bliss=-0.744, Synergy_Loewe=-4.65, Synergy_HSA=-0.961. (2) Drug 1: C#CCC(CC1=CN=C2C(=N1)C(=NC(=N2)N)N)C3=CC=C(C=C3)C(=O)NC(CCC(=O)O)C(=O)O. Drug 2: N.N.Cl[Pt+2]Cl. Cell line: HS 578T. Synergy scores: CSS=5.63, Synergy_ZIP=-0.833, Synergy_Bliss=2.64, Synergy_Loewe=0.0528, Synergy_HSA=0.340. (3) Drug 1: C1CN(P(=O)(OC1)NCCCl)CCCl. Drug 2: C1C(C(OC1N2C=NC3=C2NC=NCC3O)CO)O. Cell line: EKVX. Synergy scores: CSS=-3.50, Synergy_ZIP=2.21, Synergy_Bliss=0.895, Synergy_Loewe=-3.05, Synergy_HSA=-2.40. (4) Drug 1: CN(C)C1=NC(=NC(=N1)N(C)C)N(C)C. Drug 2: CC12CCC3C(C1CCC2OP(=O)(O)O)CCC4=C3C=CC(=C4)OC(=O)N(CCCl)CCCl.[Na+]. Cell line: M14. Synergy scores: CSS=-11.1, Synergy_ZIP=0.569, Synergy_Bliss=-9.96, Synergy_Loewe=-15.5, Synergy_HSA=-13.4. (5) Synergy scores: CSS=-3.92, Synergy_ZIP=1.89, Synergy_Bliss=1.57, Synergy_Loewe=-2.93, Synergy_HSA=-2.04. Cell line: CCRF-CEM. Drug 2: C(CN)CNCCSP(=O)(O)O. Drug 1: CC1=CC=C(C=C1)C2=CC(=NN2C3=CC=C(C=C3)S(=O)(=O)N)C(F)(F)F. (6) Drug 1: CCC1=CC2CC(C3=C(CN(C2)C1)C4=CC=CC=C4N3)(C5=C(C=C6C(=C5)C78CCN9C7C(C=CC9)(C(C(C8N6C)(C(=O)OC)O)OC(=O)C)CC)OC)C(=O)OC.C(C(C(=O)O)O)(C(=O)O)O. Drug 2: CC1C(C(CC(O1)OC2CC(CC3=C2C(=C4C(=C3O)C(=O)C5=CC=CC=C5C4=O)O)(C(=O)C)O)N)O. Cell line: SN12C. Synergy scores: CSS=25.4, Synergy_ZIP=-4.15, Synergy_Bliss=-7.71, Synergy_Loewe=-22.0, Synergy_HSA=-6.09.